Dataset: Reaction yield outcomes from USPTO patents with 853,638 reactions. Task: Predict the reaction yield, written as a fraction of the theoretical maximum amount of product (1.0 means a 100% yield; for example, 0.34 means a 34% yield). (1) The reactants are Cl[CH2:2][CH:3]([OH:11])[CH2:4][N:5]1[CH2:10][CH2:9][O:8][CH2:7][CH2:6]1.[NH3:12]. The catalyst is CO. The product is [NH2:12][CH2:2][CH:3]([OH:11])[CH2:4][N:5]1[CH2:10][CH2:9][O:8][CH2:7][CH2:6]1. The yield is 0.910. (2) The reactants are S(Cl)(Cl)=O.[C:5]1([C:15]([OH:17])=O)[C:14]2[C:9](=[CH:10][CH:11]=[CH:12][CH:13]=2)[CH:8]=[CH:7][CH:6]=1.[CH2:18]([NH2:20])[CH3:19].O. The catalyst is C([O-])(O)=O.[Na+]. The product is [CH2:18]([NH:20][C:15]([C:5]1[C:14]2[C:9](=[CH:10][CH:11]=[CH:12][CH:13]=2)[CH:8]=[CH:7][CH:6]=1)=[O:17])[CH3:19]. The yield is 0.180. (3) The reactants are CS(O[CH2:6][CH2:7][C:8]12[CH2:20][C:19]3[CH:18]=[C:17]([O:21][CH3:22])[CH:16]=[CH:15][C:14]=3[C:13]1=[C:12]([CH3:23])[C:11](=[O:24])[CH2:10][CH2:9]2)(=O)=O.[I-:25].[Na+]. The catalyst is CC(C)=O. The product is [I:25][CH2:6][CH2:7][C:8]12[CH2:9][CH2:10][C:11](=[O:24])[C:12]([CH3:23])=[C:13]1[C:14]1[C:19](=[CH:18][C:17]([O:21][CH3:22])=[CH:16][CH:15]=1)[CH2:20]2. The yield is 0.640. (4) The reactants are C(OC(=O)N[C:8]1[CH:9]=[N:10][CH:11]=[C:12]([C:15]2[CH:16]=[C:17]3[C:21](=[CH:22][CH:23]=2)[N:20]([CH:24]2[CH2:29][CH2:28][CH2:27][CH2:26][O:25]2)[N:19]=[C:18]3[CH:30]=[O:31])[C:13]=1[CH3:14])(C)(C)C.[O:33]1[CH2:38]CCC[CH:34]1N1C2C(=CC(B3OC(C)(C)C(C)(C)O3)=CC=2)C(C=O)=N1.BrC1C=NC=C(COC)C=1C.P([O-])([O-])([O-])=O.[K+].[K+].[K+]. The catalyst is CN(C)C=O.O.[Pd].C1(P(C2C=CC=CC=2)C2C=CC=CC=2)C=CC=CC=1.C1(P(C2C=CC=CC=2)C2C=CC=CC=2)C=CC=CC=1.C1(P(C2C=CC=CC=2)C2C=CC=CC=2)C=CC=CC=1.C1(P(C2C=CC=CC=2)C2C=CC=CC=2)C=CC=CC=1. The product is [CH3:34][O:33][CH2:38][C:8]1[C:13]([CH3:14])=[C:12]([C:15]2[CH:16]=[C:17]3[C:21](=[CH:22][CH:23]=2)[N:20]([CH:24]2[CH2:29][CH2:28][CH2:27][CH2:26][O:25]2)[N:19]=[C:18]3[CH:30]=[O:31])[CH:11]=[N:10][CH:9]=1. The yield is 0.620.